This data is from Forward reaction prediction with 1.9M reactions from USPTO patents (1976-2016). The task is: Predict the product of the given reaction. (1) Given the reactants [CH3:1]O[CH2:3][CH2:4][O:5][CH3:6].[CH3:7]O[CH2:9][CH2:10][O:11][CH3:12].CO.CO.CC#N.C(#N)C, predict the reaction product. The product is: [CH2:7]1[CH2:6][O:5][CH2:4][CH2:3]1.[O:11]1[CH2:12][CH2:1][CH2:9][CH2:10]1. (2) Given the reactants [NH2:1][C:2]1[N:7]=[C:6]([C:8]([F:11])([F:10])[F:9])[C:5]([C:12](O)=[O:13])=[CH:4][N:3]=1.CN1CCOCC1.ClC(OCC(C)C)=O, predict the reaction product. The product is: [NH2:1][C:2]1[N:7]=[C:6]([C:8]([F:11])([F:9])[F:10])[C:5]([CH2:12][OH:13])=[CH:4][N:3]=1.